Dataset: Peptide-MHC class I binding affinity with 185,985 pairs from IEDB/IMGT. Task: Regression. Given a peptide amino acid sequence and an MHC pseudo amino acid sequence, predict their binding affinity value. This is MHC class I binding data. (1) The peptide sequence is NTGMGMYYPT. The MHC is HLA-A68:02 with pseudo-sequence HLA-A68:02. The binding affinity (normalized) is 0.291. (2) The peptide sequence is AVSFRNLAY. The MHC is HLA-A11:01 with pseudo-sequence HLA-A11:01. The binding affinity (normalized) is 0.601. (3) The peptide sequence is EGGVGWRHW. The MHC is HLA-A29:02 with pseudo-sequence HLA-A29:02. The binding affinity (normalized) is 0. (4) The peptide sequence is MVIENGILK. The MHC is HLA-B35:01 with pseudo-sequence HLA-B35:01. The binding affinity (normalized) is 0.